This data is from Reaction yield outcomes from USPTO patents with 853,638 reactions. The task is: Predict the reaction yield, written as a fraction of the theoretical maximum amount of product (1.0 means a 100% yield; for example, 0.34 means a 34% yield). The reactants are Br[C:2]1[N:7]=[C:6]([CH2:8][CH2:9][O:10][CH2:11][N:12]2[C:16]3[CH:17]=[CH:18][CH:19]=[CH:20][C:15]=3[N:14]=[C:13]2[NH:21][CH:22]2[CH2:27][CH2:26][N:25]([C:28]([O:30][C:31]([CH3:34])([CH3:33])[CH3:32])=[O:29])[CH2:24][CH2:23]2)[CH:5]=[CH:4][CH:3]=1.[NH:35]([CH3:37])[CH3:36]. The catalyst is O1CCCC1.[Pd]. The product is [CH3:36][N:35]([CH3:37])[C:2]1[N:7]=[C:6]([CH2:8][CH2:9][O:10][CH2:11][N:12]2[C:16]3[CH:17]=[CH:18][CH:19]=[CH:20][C:15]=3[N:14]=[C:13]2[NH:21][CH:22]2[CH2:27][CH2:26][N:25]([C:28]([O:30][C:31]([CH3:34])([CH3:33])[CH3:32])=[O:29])[CH2:24][CH2:23]2)[CH:5]=[CH:4][CH:3]=1. The yield is 0.860.